From a dataset of Reaction yield outcomes from USPTO patents with 853,638 reactions. Predict the reaction yield, written as a fraction of the theoretical maximum amount of product (1.0 means a 100% yield; for example, 0.34 means a 34% yield). (1) The reactants are [CH2:1]([N:3]([CH2:24][CH3:25])[C:4]1[CH:9]=[CH:8][C:7]([NH:10][C:11]([CH:13]2[CH2:22][CH2:21][C:20]3[C:15](=[C:16]([OH:23])[CH:17]=[CH:18][CH:19]=3)[CH2:14]2)=[O:12])=[CH:6][CH:5]=1)[CH3:2].C([O-])([O-])=O.[K+].[K+].[CH2:32](Br)[CH:33]=[CH2:34]. The catalyst is CN(C=O)C. The product is [CH2:34]([O:23][C:16]1[CH:17]=[CH:18][CH:19]=[C:20]2[C:15]=1[CH2:14][CH:13]([C:11]([NH:10][C:7]1[CH:6]=[CH:5][C:4]([N:3]([CH2:1][CH3:2])[CH2:24][CH3:25])=[CH:9][CH:8]=1)=[O:12])[CH2:22][CH2:21]2)[CH:33]=[CH2:32]. The yield is 0.200. (2) The reactants are Cl.[NH2:2][OH:3].[N:4]1([CH2:10][CH2:11][CH2:12][NH:13][C:14]2[C:26]3[C:25]4[C:20](=[CH:21][C:22]([C:27]([O:29][CH3:30])=[O:28])=[CH:23][CH:24]=4)[NH:19][C:18]=3[N:17]=[C:16]([CH2:31][C:32]3[CH:37]=[CH:36][CH:35]=[C:34]([C:38](=O)[C:39]([F:42])([F:41])[F:40])[CH:33]=3)[N:15]=2)[CH2:9][CH2:8][CH2:7][CH2:6][CH2:5]1. The catalyst is CO.N1C=CC=CC=1. The product is [N:4]1([CH2:10][CH2:11][CH2:12][NH:13][C:14]2[C:26]3[C:25]4[C:20](=[CH:21][C:22]([C:27]([O:29][CH3:30])=[O:28])=[CH:23][CH:24]=4)[NH:19][C:18]=3[N:17]=[C:16]([CH2:31][C:32]3[CH:37]=[CH:36][CH:35]=[C:34]([C:38](=[N:2][OH:3])[C:39]([F:40])([F:41])[F:42])[CH:33]=3)[N:15]=2)[CH2:5][CH2:6][CH2:7][CH2:8][CH2:9]1. The yield is 1.00. (3) The reactants are [CH3:1][C:2]1[CH:7]=[C:6]([CH3:8])[N:5]2[N:9]=[C:10]([CH:12]=O)[N:11]=[C:4]2[N:3]=1.[CH:14]1([C:19]2([CH2:27][CH2:28][C:29]3[CH:34]=[C:33]([CH2:35][CH3:36])[CH:32]=[CH:31][C:30]=3[OH:37])[O:24][C:23](=[O:25])[CH2:22][C:21](=[O:26])[CH2:20]2)[CH2:18][CH2:17][CH2:16][CH2:15]1. The catalyst is CO. The product is [CH:14]1([C:19]2([CH2:27][CH2:28][C:29]3[CH:34]=[C:33]([CH2:35][CH3:36])[CH:32]=[CH:31][C:30]=3[OH:37])[O:24][C:23](=[O:25])[C:22]([CH2:12][C:10]3[N:11]=[C:4]4[N:3]=[C:2]([CH3:1])[CH:7]=[C:6]([CH3:8])[N:5]4[N:9]=3)=[C:21]([OH:26])[CH2:20]2)[CH2:18][CH2:17][CH2:16][CH2:15]1. The yield is 0.400. (4) The reactants are [F:1][C:2]1[C:10]2[NH:9][C:8](=O)[NH:7][C:6]=2[CH:5]=[CH:4][CH:3]=1.P(Cl)(Cl)([Cl:14])=O. No catalyst specified. The product is [Cl:14][C:8]1[NH:9][C:10]2[C:2]([F:1])=[CH:3][CH:4]=[CH:5][C:6]=2[N:7]=1. The yield is 0.940. (5) The reactants are [Cl:1][C:2]1[CH:17]=[CH:16][C:5]([CH2:6][N:7]2[C:12](=[O:13])[C:11]([Br:14])=[N:10][NH:9][C:8]2=[O:15])=[CH:4][CH:3]=1.[C:18]([NH:21][C:22]1[CH:23]=[C:24](B(O)O)[CH:25]=[CH:26][CH:27]=1)(=[O:20])[CH3:19].N1C=CC=CC=1.CC#N. The catalyst is CN(C=O)C.C([O-])(=O)C.[Cu+2].C([O-])(=O)C. The product is [Cl:1][C:2]1[CH:17]=[CH:16][C:5]([CH2:6][N:7]2[C:12](=[O:13])[C:11]([Br:14])=[N:10][N:9]([C:26]3[CH:27]=[C:22]([NH:21][C:18](=[O:20])[CH3:19])[CH:23]=[CH:24][CH:25]=3)[C:8]2=[O:15])=[CH:4][CH:3]=1. The yield is 0.620. (6) The reactants are [C:1]([C:5]1[N:6]=[C:7]([NH:10][C:11]([C:13]2[CH:33]=[CH:32][N:16]3[C:17](=[O:31])[C:18](/[CH:22]=[CH:23]/[C:24]([O:26][C:27]([CH3:30])([CH3:29])[CH3:28])=[O:25])=[C:19](O)[N:20]=[C:15]3[CH:14]=2)=[O:12])[S:8][CH:9]=1)([CH3:4])([CH3:3])[CH3:2].CN(C)C=O.C(N(C(C)C)CC)(C)C.Cl.[OH:49][CH:50]1[CH:55]([OH:56])[CH2:54][CH2:53][NH:52][CH2:51]1. The catalyst is O.C(#N)C. The product is [C:1]([C:5]1[N:6]=[C:7]([NH:10][C:11]([C:13]2[CH:33]=[CH:32][N:16]3[C:17](=[O:31])[C:18](/[CH:22]=[CH:23]/[C:24]([O:26][C:27]([CH3:29])([CH3:30])[CH3:28])=[O:25])=[C:19]([N:52]4[CH2:53][CH2:54][CH:55]([OH:56])[CH:50]([OH:49])[CH2:51]4)[N:20]=[C:15]3[CH:14]=2)=[O:12])[S:8][CH:9]=1)([CH3:4])([CH3:2])[CH3:3]. The yield is 0.450.